The task is: Predict the reactants needed to synthesize the given product.. This data is from Full USPTO retrosynthesis dataset with 1.9M reactions from patents (1976-2016). (1) Given the product [O:1]=[C:2]1[N:7]2[CH2:8][CH:9]([C:12]([OH:14])=[O:13])[CH2:10][CH2:11][CH:6]2[CH2:5][CH2:4][O:3]1, predict the reactants needed to synthesize it. The reactants are: [O:1]=[C:2]1[N:7]2[CH2:8][CH:9]([C:12]([O:14]C)=[O:13])[CH2:10][CH2:11][CH:6]2[CH2:5][CH2:4][O:3]1.O[Li].O. (2) Given the product [C:1]([NH:7][C:8]1[CH:13]=[CH:12][C:11]([C:14]2[CH:19]=[CH:18][C:17]([C:20]([C@@H:22]3[CH2:24][C@H:23]3[C:25]([OH:27])=[O:26])=[O:21])=[CH:16][CH:15]=2)=[CH:10][CH:9]=1)(=[O:6])[CH2:2][CH2:3][CH2:4][CH3:5], predict the reactants needed to synthesize it. The reactants are: [C:1]([NH:7][C:8]1[CH:13]=[CH:12][C:11]([C:14]2[CH:19]=[CH:18][C:17]([C:20]([C@@H:22]3[CH2:24][C@H:23]3[C:25]([O:27]C)=[O:26])=[O:21])=[CH:16][CH:15]=2)=[CH:10][CH:9]=1)(=[O:6])[CH2:2][CH2:3][CH2:4][CH3:5].[OH-].[Na+]. (3) The reactants are: Cl.Cl.[O:3]1[C:8]2=[CH:9][CH:10]=[CH:11][C:7]2=[CH:6][C:5]([CH:12]2[CH2:17][CH2:16][CH2:15][CH2:14][N:13]2[CH2:18][CH2:19][C@H:20]2[CH2:25][CH2:24][C@H:23]([NH2:26])[CH2:22][CH2:21]2)=[CH:4]1.[O:27]1[CH2:32][CH2:31][O:30][CH2:29][CH:28]1[CH2:33][C:34](O)=[O:35]. Given the product [O:3]1[C:8]2=[CH:9][CH:10]=[CH:11][C:7]2=[CH:6][C:5]([CH:12]2[CH2:17][CH2:16][CH2:15][CH2:14][N:13]2[CH2:18][CH2:19][C@H:20]2[CH2:21][CH2:22][C@H:23]([NH:26][C:34](=[O:35])[CH2:33][CH:28]3[CH2:29][O:30][CH2:31][CH2:32][O:27]3)[CH2:24][CH2:25]2)=[CH:4]1, predict the reactants needed to synthesize it.